Dataset: Catalyst prediction with 721,799 reactions and 888 catalyst types from USPTO. Task: Predict which catalyst facilitates the given reaction. (1) Reactant: C[O:2][C:3](=[O:46])[C:4]([C:9]1[CH:14]=[CH:13][CH:12]=[C:11]([O:15][CH2:16][CH2:17][CH2:18][N:19]([CH2:34][C:35]2[CH:40]=[CH:39][CH:38]=[C:37]([C:41]([F:44])([F:43])[F:42])[C:36]=2[Cl:45])[CH2:20][CH:21]([C:28]2[CH:33]=[CH:32][CH:31]=[CH:30][CH:29]=2)[C:22]2[CH:27]=[CH:26][CH:25]=[CH:24][CH:23]=2)[CH:10]=1)([CH2:7][CH3:8])[CH2:5][CH3:6].[Li+].[Cl-]. Product: [ClH:45].[Cl:45][C:36]1[C:37]([C:41]([F:42])([F:43])[F:44])=[CH:38][CH:39]=[CH:40][C:35]=1[CH2:34][N:19]([CH2:20][CH:21]([C:28]1[CH:29]=[CH:30][CH:31]=[CH:32][CH:33]=1)[C:22]1[CH:23]=[CH:24][CH:25]=[CH:26][CH:27]=1)[CH2:18][CH2:17][CH2:16][O:15][C:11]1[CH:10]=[C:9]([C:4]([CH2:5][CH3:6])([CH2:7][CH3:8])[C:3]([OH:46])=[O:2])[CH:14]=[CH:13][CH:12]=1. The catalyst class is: 3. (2) The catalyst class is: 1. Reactant: [CH3:1][O:2][CH:3]([C:8]1[CH:16]=[CH:15][C:11]([N:12]([CH3:14])[CH3:13])=[CH:10][CH:9]=1)[C@H:4]([CH3:7])[C:5]#[CH:6].[Li]N1C(C)(C)CCC[C:19]1(C)C.CI. Product: [CH3:1][O:2][CH:3]([C:8]1[CH:16]=[CH:15][C:11]([N:12]([CH3:14])[CH3:13])=[CH:10][CH:9]=1)[C@H:4]([CH3:7])[C:5]#[C:6][CH3:19]. (3) Reactant: Cl[C:2]1[N:7]=[C:6]([C:8]2[C:16]3[C:11](=[CH:12][CH:13]=[C:14]([C:17]4[O:21][C:20]([NH:22][CH2:23][C:24]5[CH:29]=[CH:28][C:27]([O:30][CH3:31])=[CH:26][CH:25]=5)=[N:19][N:18]=4)[CH:15]=3)[N:10]([S:32]([C:35]3[CH:41]=[CH:40][C:38]([CH3:39])=[CH:37][CH:36]=3)(=[O:34])=[O:33])[CH:9]=2)[CH:5]=[N:4][CH:3]=1.[F:42][C:43]1[CH:48]=[CH:47][C:46](B(O)O)=[CH:45][CH:44]=1.C([O-])([O-])=O.[K+].[K+]. Product: [F:42][C:43]1[CH:48]=[CH:47][C:46]([C:2]2[N:7]=[C:6]([C:8]3[C:16]4[C:11](=[CH:12][CH:13]=[C:14]([C:17]5[O:21][C:20]([NH:22][CH2:23][C:24]6[CH:25]=[CH:26][C:27]([O:30][CH3:31])=[CH:28][CH:29]=6)=[N:19][N:18]=5)[CH:15]=4)[N:10]([S:32]([C:35]4[CH:36]=[CH:37][C:38]([CH3:39])=[CH:40][CH:41]=4)(=[O:34])=[O:33])[CH:9]=3)[CH:5]=[N:4][CH:3]=2)=[CH:45][CH:44]=1. The catalyst class is: 70.